From a dataset of Catalyst prediction with 721,799 reactions and 888 catalyst types from USPTO. Predict which catalyst facilitates the given reaction. (1) Reactant: [CH:1]1([C@H:7]([NH:33][C:34](=[O:39])[C@H:35]([CH3:38])[NH:36][CH3:37])[C:8]([N:10]2[C@H:15]([C:16]([NH:18][C@H:19]3[C:28]4[C:23](=[CH:24][CH:25]=[CH:26][CH:27]=4)[O:22][CH2:21][CH2:20]3)=[O:17])[CH2:14][N:13]3[CH2:29][C:30](=[O:32])[CH2:31][C@@H:12]3[CH2:11]2)=[O:9])[CH2:6][CH2:5][CH2:4][CH2:3][CH2:2]1.C(OCC)(=O)C.[ClH:46]. Product: [ClH:46].[ClH:46].[CH:1]1([C@H:7]([NH:33][C:34](=[O:39])[C@H:35]([CH3:38])[NH:36][CH3:37])[C:8]([N:10]2[C@H:15]([C:16]([NH:18][C@H:19]3[C:28]4[C:23](=[CH:24][CH:25]=[CH:26][CH:27]=4)[O:22][CH2:21][CH2:20]3)=[O:17])[CH2:14][N:13]3[CH2:29][C:30](=[O:32])[CH2:31][C@@H:12]3[CH2:11]2)=[O:9])[CH2:6][CH2:5][CH2:4][CH2:3][CH2:2]1. The catalyst class is: 698. (2) Reactant: [C:1]1([C:7]2[N:8]=[CH:9][NH:10][CH:11]=2)[CH:6]=[CH:5][CH:4]=[CH:3][CH:2]=1.CCN(CC)CC.Cl[C:20]([O:22][CH2:23][CH3:24])=[O:21].O. Product: [C:1]1([C:7]2[N:8]=[CH:9][N:10]([C:20]([O:22][CH2:23][CH3:24])=[O:21])[CH:11]=2)[CH:2]=[CH:3][CH:4]=[CH:5][CH:6]=1. The catalyst class is: 79. (3) Reactant: [C:1]([C:5]1[CH:40]=[CH:39][C:8]([CH2:9][O:10][C:11]2[CH:16]=[CH:15][CH:14]=[CH:13][C:12]=2/[CH:17]=[CH:18]/[CH:19]([CH2:29][CH2:30][C:31]2[CH:36]=[CH:35][C:34]([C:37]#[N:38])=[CH:33][CH:32]=2)[CH2:20][CH2:21][CH2:22][CH2:23][C:24]([O:26][CH2:27][CH3:28])=[O:25])=[CH:7][CH:6]=1)([CH3:4])([CH3:3])[CH3:2].C[Si]([N:45]=[N+:46]=[N-:47])(C)C.C([Sn](=O)CCCC)CCC. The catalyst class is: 11. Product: [C:1]([C:5]1[CH:40]=[CH:39][C:8]([CH2:9][O:10][C:11]2[CH:16]=[CH:15][CH:14]=[CH:13][C:12]=2/[CH:17]=[CH:18]/[CH:19]([CH2:29][CH2:30][C:31]2[CH:36]=[CH:35][C:34]([C:37]3[NH:47][N:46]=[N:45][N:38]=3)=[CH:33][CH:32]=2)[CH2:20][CH2:21][CH2:22][CH2:23][C:24]([O:26][CH2:27][CH3:28])=[O:25])=[CH:7][CH:6]=1)([CH3:2])([CH3:3])[CH3:4]. (4) Reactant: [OH:1][CH:2]([C:22]1[C:31]2[C:26](=[CH:27][CH:28]=[C:29]([O:32][CH3:33])[CH:30]=2)[N:25]=[CH:24][C:23]=1[F:34])[CH2:3][CH2:4][CH:5]1[CH2:10][CH2:9][N:8](C(OC(C)(C)C)=O)[CH2:7][CH:6]1[CH2:18][C:19]([OH:21])=[O:20].S(Cl)([Cl:37])=O. Product: [ClH:37].[ClH:37].[OH:1][CH:2]([C:22]1[C:31]2[C:26](=[CH:27][CH:28]=[C:29]([O:32][CH3:33])[CH:30]=2)[N:25]=[CH:24][C:23]=1[F:34])[CH2:3][CH2:4][CH:5]1[CH2:10][CH2:9][NH:8][CH2:7][CH:6]1[CH2:18][C:19]([OH:21])=[O:20]. The catalyst class is: 5. (5) Reactant: [CH2:1]([C@@H:8]1[NH:13][CH2:12][CH2:11][N:10]([C:14]2[CH:23]=[CH:22][C:21]([O:24][CH3:25])=[C:20]3[C:15]=2[CH:16]=[CH:17][C:18]([C:26]([F:29])([F:28])[F:27])=[N:19]3)[CH2:9]1)[C:2]1[CH:7]=[CH:6][CH:5]=[CH:4][CH:3]=1.C([O:32][C:33](=O)[CH2:34][C:35]1[NH:39][CH:38]=[N:37][N:36]=1)C.[C-]#N.[Na+].CS(C)=O. Product: [CH2:1]([C@H:8]1[CH2:9][N:10]([C:14]2[CH:23]=[CH:22][C:21]([O:24][CH3:25])=[C:20]3[C:15]=2[CH:16]=[CH:17][C:18]([C:26]([F:29])([F:27])[F:28])=[N:19]3)[CH2:11][CH2:12][N:13]1[C:33](=[O:32])[CH2:34][C:35]1[NH:36][N:37]=[CH:38][N:39]=1)[C:2]1[CH:7]=[CH:6][CH:5]=[CH:4][CH:3]=1. The catalyst class is: 25. (6) The catalyst class is: 13. Reactant: C([O:5][C:6](=[O:43])[CH2:7][CH2:8][N:9](C(OC(C)(C)C)=O)[CH2:10][C:11]([N:13]1[C:21]2[C:16](=[CH:17][C:18]([O:22][CH2:23][C:24]3[CH:29]=[CH:28][C:27]([C:30]([F:35])([F:34])[CH:31]([CH3:33])[CH3:32])=[CH:26][CH:25]=3)=[CH:19][CH:20]=2)[CH2:15][CH2:14]1)=[O:12])(C)(C)C.[ClH:44].C(OCC)(=O)C. Product: [ClH:44].[F:35][C:30]([C:27]1[CH:28]=[CH:29][C:24]([CH2:23][O:22][C:18]2[CH:17]=[C:16]3[C:21](=[CH:20][CH:19]=2)[N:13]([C:11](=[O:12])[CH2:10][NH:9][CH2:8][CH2:7][C:6]([OH:43])=[O:5])[CH2:14][CH2:15]3)=[CH:25][CH:26]=1)([F:34])[CH:31]([CH3:32])[CH3:33]. (7) Reactant: [CH3:1][N:2]1[CH2:7][CH2:6][C:5]2([CH2:16][C:15]3[C:10](=[N:11][CH:12]=[C:13](/[CH:17]=[CH:18]/[C:19]([O:21]CC)=[O:20])[CH:14]=3)[NH:9][C:8]2=[O:24])[CH2:4][CH2:3]1.[OH-].[Na+].C(Cl)[Cl:28].CO. Product: [ClH:28].[CH3:1][N:2]1[CH2:3][CH2:4][C:5]2([CH2:16][C:15]3[C:10](=[N:11][CH:12]=[C:13](/[CH:17]=[CH:18]/[C:19]([OH:21])=[O:20])[CH:14]=3)[NH:9][C:8]2=[O:24])[CH2:6][CH2:7]1. The catalyst class is: 497.